Dataset: Forward reaction prediction with 1.9M reactions from USPTO patents (1976-2016). Task: Predict the product of the given reaction. (1) Given the reactants [CH3:1][CH:2]1[C:6]2([CH2:11][CH:10]([CH3:12])[CH2:9][C:8]([CH3:14])([CH3:13])[CH2:7]2)[C:5](=[CH2:15])[C:4](=[O:16])[CH2:3]1.ClC1C=CC=C(C(OO)=[O:25])C=1, predict the reaction product. The product is: [CH3:13][C:8]1([CH3:14])[CH2:9][CH:10]([CH3:12])[CH2:11][C:6]2([CH:2]([CH3:1])[CH2:3][C:4](=[O:16])[C:5]32[O:25][CH2:15]3)[CH2:7]1. (2) The product is: [C:14]([CH2:13][C:5]1[CH:6]=[C:7]([CH:11]=[CH:12][C:4]=1[Cl:3])[C:8]([OH:10])=[O:9])([OH:16])=[O:1]. Given the reactants [OH-:1].[K+].[Cl:3][C:4]1[CH:12]=[CH:11][C:7]([C:8]([OH:10])=[O:9])=[CH:6][C:5]=1[CH2:13][C:14]#N.[OH2:16], predict the reaction product. (3) Given the reactants C(OC([N:8]1[CH2:13][CH2:12][CH2:11][CH2:10][C@@H:9]1[C:14](=[O:40])[NH:15][C:16]1[CH:21]=[CH:20][C:19]([C:22]#[C:23][C:24]2[C:25]([C:32]3[CH:37]=[C:36]([Cl:38])[CH:35]=[CH:34][C:33]=3[OH:39])=[N:26][N:27]([CH2:29][CH2:30][OH:31])[CH:28]=2)=[CH:18][CH:17]=1)=O)(C)(C)C.C(O)(C(F)(F)F)=O, predict the reaction product. The product is: [Cl:38][C:36]1[CH:35]=[CH:34][C:33]([OH:39])=[C:32]([C:25]2[C:24]([C:23]#[C:22][C:19]3[CH:18]=[CH:17][C:16]([NH:15][C:14]([C@H:9]4[CH2:10][CH2:11][CH2:12][CH2:13][NH:8]4)=[O:40])=[CH:21][CH:20]=3)=[CH:28][N:27]([CH2:29][CH2:30][OH:31])[N:26]=2)[CH:37]=1. (4) The product is: [CH3:4][O:3][C:1](=[O:5])[NH:2][C:11]1[CH:12]=[CH:13][N:14]=[C:9]([Cl:8])[N:10]=1. Given the reactants [C:1](=[O:5])([O:3][CH3:4])[NH2:2].[H-].[Na+].[Cl:8][C:9]1[N:14]=[C:13](Cl)[CH:12]=[CH:11][N:10]=1.O, predict the reaction product. (5) Given the reactants C1(P(C2CCCCC2)C2CCCCC2)CCCCC1.Br[C:21]1[CH:26]=[CH:25][C:24]([CH:27]([CH3:30])[C:28]#[N:29])=[CH:23][CH:22]=1.CC1(C)C(C)(C)OB(B2OC(C)(C)C(C)(C)O2)O1.C([O-])(=O)C.[K+].Cl[C:55]1[C:56]([N:61]2[CH2:66][CH2:65][N:64]([CH2:67][C:68]3[CH:69]=[N:70][N:71]([CH3:74])[C:72]=3[CH3:73])[CH2:63][CH2:62]2)=[N:57][CH:58]=[CH:59][N:60]=1.C(=O)([O-])[O-].[K+].[K+], predict the reaction product. The product is: [CH3:74][N:71]1[C:72]([CH3:73])=[C:68]([CH2:67][N:64]2[CH2:63][CH2:62][N:61]([C:56]3[C:55]([C:21]4[CH:26]=[CH:25][C:24]([CH:27]([CH3:30])[C:28]#[N:29])=[CH:23][CH:22]=4)=[N:60][CH:59]=[CH:58][N:57]=3)[CH2:66][CH2:65]2)[CH:69]=[N:70]1. (6) Given the reactants [OH:1][CH2:2][CH2:3][N:4]1[C:8](=[O:9])[CH:7]=[CH:6][C:5]1=[O:10].[CH3:11][S:12](O[S:12]([CH3:11])(=[O:14])=[O:13])(=[O:14])=[O:13], predict the reaction product. The product is: [CH3:11][S:12]([O:1][CH2:2][CH2:3][N:4]1[C:8](=[O:9])[CH:7]=[CH:6][C:5]1=[O:10])(=[O:14])=[O:13]. (7) Given the reactants [Cl:1][C:2]1[CH:3]=[C:4]([CH:10]=[CH:11][C:12]=1[F:13])/[CH:5]=[CH:6]/[C:7]([OH:9])=O.[NH:14]1[CH2:20][CH2:19][C:18](=[O:21])[NH:17][CH2:16][CH2:15]1, predict the reaction product. The product is: [Cl:1][C:2]1[CH:3]=[C:4](/[CH:5]=[CH:6]/[C:7]([N:14]2[CH2:20][CH2:19][C:18](=[O:21])[NH:17][CH2:16][CH2:15]2)=[O:9])[CH:10]=[CH:11][C:12]=1[F:13]. (8) Given the reactants [OH:1][C:2]1[CH:9]=[C:8]([OH:10])[CH:7]=[CH:6][C:3]=1[CH:4]=[O:5].C1(P(C2C=CC=CC=2)C2C=CC=CC=2)C=CC=CC=1.[Cl:30][C:31]1[C:36]([C:37]2[CH:46]=[CH:45][C:40]3[O:41][CH2:42][CH2:43][O:44][C:39]=3[CH:38]=2)=[CH:35][CH:34]=[CH:33][C:32]=1[CH2:47]O.N(C(OC(C)C)=O)=NC(OC(C)C)=O, predict the reaction product. The product is: [Cl:30][C:31]1[C:36]([C:37]2[CH:46]=[CH:45][C:40]3[O:41][CH2:42][CH2:43][O:44][C:39]=3[CH:38]=2)=[CH:35][CH:34]=[CH:33][C:32]=1[CH2:47][O:10][C:8]1[CH:7]=[CH:6][C:3]([CH:4]=[O:5])=[C:2]([OH:1])[CH:9]=1. (9) Given the reactants [N:1]1[CH:6]=[CH:5][CH:4]=[C:3]([C:7]2[CH:15]=[CH:14][CH:13]=[C:12]3[C:8]=2[CH2:9][C:10](=[O:16])[NH:11]3)[CH:2]=1.[CH2:17]([O:19][C:20]([C:22]1[C:26]([CH2:27][CH2:28][CH2:29][N:30]2[CH2:35][CH2:34][N:33]([CH3:36])[CH2:32][CH2:31]2)=[C:25]([CH:37]=O)[NH:24][C:23]=1[CH3:39])=[O:21])[CH3:18].N1CCCCC1, predict the reaction product. The product is: [CH2:17]([O:19][C:20]([C:22]1[C:26]([CH2:27][CH2:28][CH2:29][N:30]2[CH2:35][CH2:34][N:33]([CH3:36])[CH2:32][CH2:31]2)=[C:25]([CH:37]=[C:9]2[C:8]3[C:12](=[CH:13][CH:14]=[CH:15][C:7]=3[C:3]3[CH:2]=[N:1][CH:6]=[CH:5][CH:4]=3)[NH:11][C:10]2=[O:16])[NH:24][C:23]=1[CH3:39])=[O:21])[CH3:18]. (10) Given the reactants [Br:1][C:2]1[CH:10]=[CH:9][C:5]([C:6]([OH:8])=[O:7])=[C:4]([N+:11]([O-:13])=[O:12])[C:3]=1[NH:14][CH2:15][C:16]([CH3:19])([CH3:18])[CH3:17].[C:20]1(=O)[CH2:25][CH2:24][CH2:23][C:22](=[O:26])[CH2:21]1, predict the reaction product. The product is: [Br:1][C:2]1[CH:10]=[CH:9][C:5]([C:6]([O:8][C:20]2[CH2:25][CH2:24][CH2:23][C:22](=[O:26])[CH:21]=2)=[O:7])=[C:4]([N+:11]([O-:13])=[O:12])[C:3]=1[NH:14][CH2:15][C:16]([CH3:19])([CH3:18])[CH3:17].